Dataset: Catalyst prediction with 721,799 reactions and 888 catalyst types from USPTO. Task: Predict which catalyst facilitates the given reaction. (1) Reactant: [Cl-].N1C=CC=NC=1.Cl[C:9]1[C:10]2[CH2:23][S:22][CH2:21][C:11]=2[N:12]=[C:13]([C:15]2[S:16][C:17]([F:20])=[CH:18][CH:19]=2)[N:14]=1.[OH:24][C:25]1[CH:30]=[CH:29][C:28]([CH2:31][C:32]([O:34][CH3:35])=[O:33])=[CH:27][CH:26]=1.C(=O)([O-])[O-].[K+].[K+]. Product: [F:20][C:17]1[S:16][C:15]([C:13]2[N:14]=[C:9]([O:24][C:25]3[CH:26]=[CH:27][C:28]([CH2:31][C:32]([O:34][CH3:35])=[O:33])=[CH:29][CH:30]=3)[C:10]3[CH2:23][S:22][CH2:21][C:11]=3[N:12]=2)=[CH:19][CH:18]=1. The catalyst class is: 10. (2) Reactant: C([O-])([O-])=O.[Na+].[Na+].Cl[C:8]1[N:13]=[CH:12][C:11]([Cl:14])=[CH:10][N:9]=1.[OH:15][C:16]1[CH:21]=[CH:20][C:19](B(O)O)=[CH:18][CH:17]=1. Product: [Cl:14][C:11]1[CH:10]=[N:9][C:8]([C:19]2[CH:20]=[CH:21][C:16]([OH:15])=[CH:17][CH:18]=2)=[N:13][CH:12]=1. The catalyst class is: 108. (3) Reactant: [C:1]([SiH2:5][O:6][C:7]([CH3:17])([CH3:16])[C:8]1[O:12][C:11]([CH2:13]Cl)=[N:10][C:9]=1[CH3:15])([CH3:4])([CH3:3])[CH3:2].[C:18]1(=[O:28])[NH:22][C:21](=[O:23])[C:20]2=[CH:24][CH:25]=[CH:26][CH:27]=[C:19]12.[K].O. Product: [C:1]([SiH2:5][O:6][C:7]([CH3:17])([CH3:16])[C:8]1[O:12][C:11]([CH2:13][N:22]2[C:18](=[O:28])[C:19]3[C:20](=[CH:24][CH:25]=[CH:26][CH:27]=3)[C:21]2=[O:23])=[N:10][C:9]=1[CH3:15])([CH3:4])([CH3:3])[CH3:2]. The catalyst class is: 9. (4) The catalyst class is: 387. Product: [CH3:36][N:11]1[C:10]2[C:5](=[CH:6][CH:7]=[C:8]([S:12][C:13]3[CH:14]=[C:15]([C:19]4([C:25]#[N:26])[CH2:24][CH2:23][O:22][CH2:21][CH2:20]4)[CH:16]=[CH:17][CH:18]=3)[CH:9]=2)[N:4]2[C:27]([C:30]3[CH:35]=[CH:34][CH:33]=[CH:32][CH:31]=3)=[N:28][N:29]=[C:3]2[C:2]1=[O:1]. Reactant: [O:1]=[C:2]1[NH:11][C:10]2[C:5](=[CH:6][CH:7]=[C:8]([S:12][C:13]3[CH:14]=[C:15]([C:19]4([C:25]#[N:26])[CH2:24][CH2:23][O:22][CH2:21][CH2:20]4)[CH:16]=[CH:17][CH:18]=3)[CH:9]=2)[N:4]2[C:27]([C:30]3[CH:35]=[CH:34][CH:33]=[CH:32][CH:31]=3)=[N:28][N:29]=[C:3]12.[CH3:36]C(C)([O-])C.[K+].IC.